This data is from Catalyst prediction with 721,799 reactions and 888 catalyst types from USPTO. The task is: Predict which catalyst facilitates the given reaction. (1) Reactant: C(OC([N:8]1[C@H:17]([C:18](=[O:40])[NH:19][C@H:20]([C:36]([O:38][CH3:39])=[O:37])[CH2:21][C:22]2[CH:27]=[CH:26][C:25]([C:28]3[CH:33]=[CH:32][N:31]=[C:30]([CH3:34])[C:29]=3[CH3:35])=[CH:24][CH:23]=2)[CH2:16][C:15]2[CH:14]=[C:13]3[O:41][CH2:42][C@@H:43]([C:45]4[CH:50]=[CH:49][C:48]([O:51][CH2:52][C:53]5[CH:58]=[CH:57][C:56]([Cl:59])=[C:55]([Cl:60])[CH:54]=5)=[CH:47][CH:46]=4)[O:44][C:12]3=[CH:11][C:10]=2[CH2:9]1)=O)(C)(C)C.Cl. Product: [CH3:39][O:38][C:36](=[O:37])[C@@H:20]([NH:19][C:18]([C@@H:17]1[CH2:16][C:15]2[CH:14]=[C:13]3[O:41][CH2:42][C@@H:43]([C:45]4[CH:50]=[CH:49][C:48]([O:51][CH2:52][C:53]5[CH:58]=[CH:57][C:56]([Cl:59])=[C:55]([Cl:60])[CH:54]=5)=[CH:47][CH:46]=4)[O:44][C:12]3=[CH:11][C:10]=2[CH2:9][NH:8]1)=[O:40])[CH2:21][C:22]1[CH:27]=[CH:26][C:25]([C:28]2[CH:33]=[CH:32][N:31]=[C:30]([CH3:34])[C:29]=2[CH3:35])=[CH:24][CH:23]=1. The catalyst class is: 2. (2) Reactant: [N-:1]=[N+:2]=[N-:3].[Na+].CS(O[C@@H:10]([CH3:28])[CH2:11][CH2:12][CH2:13][CH2:14][N:15]1[C:24](=[O:25])[C:23]2[N:22]([CH3:26])[CH:21]=[N:20][C:19]=2[N:18]([CH3:27])[C:16]1=[O:17])(=O)=O.O. Product: [N:1]([C@H:10]([CH3:28])[CH2:11][CH2:12][CH2:13][CH2:14][N:15]1[C:24](=[O:25])[C:23]2[N:22]([CH3:26])[CH:21]=[N:20][C:19]=2[N:18]([CH3:27])[C:16]1=[O:17])=[N+:2]=[N-:3]. The catalyst class is: 16.